This data is from Full USPTO retrosynthesis dataset with 1.9M reactions from patents (1976-2016). The task is: Predict the reactants needed to synthesize the given product. Given the product [O:24]1[CH:28]=[CH:27][CH:26]=[C:25]1[CH:29]=[CH:30][C:31]([NH:1][CH2:2][C@H:3]1[N:8]([C:9]([C:11]2[N:12]=[C:13]([CH3:23])[S:14][C:15]=2[C:16]2[CH:17]=[C:18]([CH3:22])[CH:19]=[CH:20][CH:21]=2)=[O:10])[CH2:7][C@@H:6]2[C@H:4]1[CH2:5]2)=[O:32], predict the reactants needed to synthesize it. The reactants are: [NH2:1][CH2:2][C@H:3]1[N:8]([C:9]([C:11]2[N:12]=[C:13]([CH3:23])[S:14][C:15]=2[C:16]2[CH:17]=[C:18]([CH3:22])[CH:19]=[CH:20][CH:21]=2)=[O:10])[CH2:7][C@@H:6]2[C@H:4]1[CH2:5]2.[O:24]1[CH:28]=[CH:27][CH:26]=[C:25]1[CH:29]=[CH:30][C:31](O)=[O:32].